Task: Predict the reaction yield, written as a fraction of the theoretical maximum amount of product (1.0 means a 100% yield; for example, 0.34 means a 34% yield).. Dataset: Reaction yield outcomes from USPTO patents with 853,638 reactions (1) The reactants are [CH2:1]([C:3]1[C:11]([CH3:12])=[C:10]2[C:6]([C:7](=[O:13])[O:8][CH2:9]2)=[C:5]([O:14][CH2:15][CH2:16][Si:17]([CH3:20])([CH3:19])[CH3:18])[C:4]=1CC=O)[CH3:2].C1(P(C2C=CC=CC=2)(C2C=CC=CC=2)=C(CC)C=[O:33])C=CC=CC=1.[C:48]1([CH3:54])[CH:53]=[CH:52]C=[CH:50][CH:49]=1. No catalyst specified. The product is [CH2:49]([C:48](=[CH:53][CH2:52][C:4]1[C:5]([O:14][CH2:15][CH2:16][Si:17]([CH3:18])([CH3:20])[CH3:19])=[C:6]2[C:10](=[C:11]([CH3:12])[C:3]=1[CH2:1][CH3:2])[CH2:9][O:8][C:7]2=[O:13])[CH:54]=[O:33])[CH3:50]. The yield is 0.480. (2) The reactants are [CH3:1][CH:2]1[C:9]2[CH:8]=[C:7]([C:10]([O:12]C)=[O:11])[NH:6][C:5]=2[CH2:4][CH2:3]1.O.[OH-].[Li+]. No catalyst specified. The product is [CH3:1][CH:2]1[C:9]2[CH:8]=[C:7]([C:10]([OH:12])=[O:11])[NH:6][C:5]=2[CH2:4][CH2:3]1. The yield is 0.520.